Dataset: Forward reaction prediction with 1.9M reactions from USPTO patents (1976-2016). Task: Predict the product of the given reaction. (1) Given the reactants [CH2:1]([O:8][C:9]1[CH:14]=[CH:13][C:12]([C:15]2[NH:19][C:18]3[CH:20]=[C:21]([CH:25]4[CH2:30][CH2:29][N:28](C(OC(C)(C)C)=O)[CH2:27][CH2:26]4)[CH:22]=[C:23]([CH3:24])[C:17]=3[N:16]=2)=[CH:11][CH:10]=1)[C:2]1[CH:7]=[CH:6][CH:5]=[CH:4][CH:3]=1.C(O)(C(F)(F)F)=O, predict the reaction product. The product is: [CH2:1]([O:8][C:9]1[CH:10]=[CH:11][C:12]([C:15]2[NH:19][C:18]3[CH:20]=[C:21]([CH:25]4[CH2:30][CH2:29][NH:28][CH2:27][CH2:26]4)[CH:22]=[C:23]([CH3:24])[C:17]=3[N:16]=2)=[CH:13][CH:14]=1)[C:2]1[CH:3]=[CH:4][CH:5]=[CH:6][CH:7]=1. (2) The product is: [CH3:40][C:35]1[CH:34]=[C:33]([C:29]2[CH:28]=[C:27]([C:25]3[CH2:24][C:23](=[O:41])[NH:22][C:9]4[CH:10]=[C:11]([C:18]([F:21])([F:19])[F:20])[C:12]([O:14][CH2:15][CH2:16][CH3:17])=[CH:13][C:8]=4[N:7]=3)[CH:32]=[CH:31][CH:30]=2)[CH:38]=[C:37]([CH3:39])[N:36]=1. Given the reactants C(OC(=O)[NH:7][C:8]1[CH:13]=[C:12]([O:14][CH2:15][CH2:16][CH3:17])[C:11]([C:18]([F:21])([F:20])[F:19])=[CH:10][C:9]=1[NH:22][C:23](=[O:41])[CH2:24][C:25]([C:27]1[CH:32]=[CH:31][CH:30]=[C:29]([C:33]2[CH:38]=[C:37]([CH3:39])[N:36]=[C:35]([CH3:40])[CH:34]=2)[CH:28]=1)=O)(C)(C)C.C(O)(C(F)(F)F)=O, predict the reaction product. (3) The product is: [CH3:16][O:15][C:12]1[CH:11]=[CH:10][C:9]([C:8]2[C:7](=[O:17])[C:6](=[O:18])[C:5]=2[NH:22][CH2:21][CH:20]([C:23]2[CH:28]=[CH:27][CH:26]=[CH:25][CH:24]=2)[CH3:19])=[CH:14][CH:13]=1. Given the reactants C(O[C:5]1[C:6](=[O:18])[C:7](=[O:17])[C:8]=1[C:9]1[CH:14]=[CH:13][C:12]([O:15][CH3:16])=[CH:11][CH:10]=1)(C)C.[CH3:19][CH:20]([C:23]1[CH:28]=[CH:27][CH:26]=[CH:25][CH:24]=1)[CH2:21][NH2:22], predict the reaction product. (4) Given the reactants [CH:1]1([C@:4]2([OH:12])[CH2:8][CH2:7][NH:6][C@H:5]2[CH:9]([CH3:11])C)[CH2:3]C1.F[C:14]1[CH:21]=[CH:20][C:17]([C:18]#[N:19])=[C:16]([C:22]([F:25])([F:24])[F:23])[CH:15]=1.C(=O)([O-])[O-].[Li+].[Li+], predict the reaction product. The product is: [CH2:9]([C@H:5]1[C@@:4]([CH2:1][CH3:3])([OH:12])[CH2:8][CH2:7][N:6]1[C:14]1[CH:21]=[CH:20][C:17]([C:18]#[N:19])=[C:16]([C:22]([F:23])([F:25])[F:24])[CH:15]=1)[CH3:11]. (5) Given the reactants [CH3:1][N:2]1[CH2:15][CH2:14][C:5]2[NH:6][C:7]3[C:8]([CH3:13])=[CH:9][CH:10]=[CH:11][C:12]=3[C:4]=2[CH2:3]1.[OH-:16].[K+].[F:18][C:19]([F:29])([F:28])[C:20]1C=CC(C=C)=CN=1.[OH2:30], predict the reaction product. The product is: [CH3:1][N:2]1[CH2:15][CH2:14][C:5]2[NH:6][C:7]3[C:8]([CH3:13])=[CH:9][CH:10]=[CH:11][C:12]=3[C:4]=2[CH2:3]1.[C:20]([OH:30])([C:19]([F:29])([F:28])[F:18])=[O:16].